Dataset: Catalyst prediction with 721,799 reactions and 888 catalyst types from USPTO. Task: Predict which catalyst facilitates the given reaction. Reactant: [NH2:1][C:2]1[CH:3]=[C:4]([CH:17]=[CH:18][C:19]=1[Cl:20])[C:5]([O:7]N1C2C=CC=CC=2N=N1)=O.[CH3:21][C:22]([CH3:26])([CH3:25])[CH2:23][NH2:24].C(N(CC)CC)C.CN(C)C=O. The catalyst class is: 4. Product: [NH2:1][C:2]1[CH:3]=[C:4]([CH:17]=[CH:18][C:19]=1[Cl:20])[C:5]([NH:24][CH2:23][C:22]([CH3:26])([CH3:25])[CH3:21])=[O:7].